This data is from Full USPTO retrosynthesis dataset with 1.9M reactions from patents (1976-2016). The task is: Predict the reactants needed to synthesize the given product. (1) The reactants are: [NH2:1][C:2]1[N:3]([C:23]2[CH:28]=[CH:27][CH:26]=[CH:25][C:24]=2[CH3:29])[N:4]=[C:5]2[C:14]3[C:13]([O:15][CH2:16][C:17]([OH:19])=O)=[CH:12][C:11]([O:20][CH3:21])=[CH:10][C:9]=3[NH:8][C:7](=[O:22])[C:6]=12.[CH3:30][N:31]([CH3:35])[CH2:32][CH2:33][NH2:34].Cl.CN(C)CCCN=C=NCC.ON1C2C=CC=CC=2N=N1. Given the product [NH2:1][C:2]1[N:3]([C:23]2[CH:28]=[CH:27][CH:26]=[CH:25][C:24]=2[CH3:29])[N:4]=[C:5]2[C:14]3[C:13]([O:15][CH2:16][C:17]([NH:34][CH2:33][CH2:32][N:31]([CH3:35])[CH3:30])=[O:19])=[CH:12][C:11]([O:20][CH3:21])=[CH:10][C:9]=3[NH:8][C:7](=[O:22])[C:6]=12, predict the reactants needed to synthesize it. (2) Given the product [CH2:1]([O:8][C:9]([N:11]1[CH2:12][CH2:13][C:14]([NH:20][C:21]([O:23][C:24]([CH3:27])([CH3:26])[CH3:25])=[O:22])([C:17](=[O:18])[NH:35][C:34]2[CH:36]=[CH:37][C:31]([CH:28]([CH3:30])[CH3:29])=[CH:32][CH:33]=2)[CH2:15][CH2:16]1)=[O:10])[C:2]1[CH:3]=[CH:4][CH:5]=[CH:6][CH:7]=1, predict the reactants needed to synthesize it. The reactants are: [CH2:1]([O:8][C:9]([N:11]1[CH2:16][CH2:15][C:14]([NH:20][C:21]([O:23][C:24]([CH3:27])([CH3:26])[CH3:25])=[O:22])([C:17](O)=[O:18])[CH2:13][CH2:12]1)=[O:10])[C:2]1[CH:7]=[CH:6][CH:5]=[CH:4][CH:3]=1.[CH:28]([C:31]1[CH:37]=[CH:36][C:34]([NH2:35])=[CH:33][CH:32]=1)([CH3:30])[CH3:29].CCN=C=NCCCN(C)C.C(OCC)(=O)C.